Task: Predict the reactants needed to synthesize the given product.. Dataset: Full USPTO retrosynthesis dataset with 1.9M reactions from patents (1976-2016) Given the product [C:1]([Si:5]([CH3:35])([CH3:34])[O:6][CH:7]([C:30]([CH3:33])([CH3:32])[CH3:31])[CH2:8][CH2:9][C:10]1[CH:15]=[CH:14][C:13]([C:16]([C:21]2[CH:26]=[CH:25][C:24]([O:27][S:43]([C:46]([F:49])([F:48])[F:47])(=[O:44])=[O:42])=[C:23]([CH3:28])[CH:22]=2)([CH2:17][CH3:18])[CH2:19][CH3:20])=[CH:12][C:11]=1[CH3:29])([CH3:3])([CH3:2])[CH3:4], predict the reactants needed to synthesize it. The reactants are: [C:1]([Si:5]([CH3:35])([CH3:34])[O:6][CH:7]([C:30]([CH3:33])([CH3:32])[CH3:31])[CH2:8][CH2:9][C:10]1[CH:15]=[CH:14][C:13]([C:16]([C:21]2[CH:26]=[CH:25][C:24]([OH:27])=[C:23]([CH3:28])[CH:22]=2)([CH2:19][CH3:20])[CH2:17][CH3:18])=[CH:12][C:11]=1[CH3:29])([CH3:4])([CH3:3])[CH3:2].N1C=CC=CC=1.[O:42](S(C(F)(F)F)(=O)=O)[S:43]([C:46]([F:49])([F:48])[F:47])(=O)=[O:44].C(OCC)(=O)C.